This data is from Drug-target binding data from BindingDB using IC50 measurements. The task is: Regression. Given a target protein amino acid sequence and a drug SMILES string, predict the binding affinity score between them. We predict pIC50 (pIC50 = -log10(IC50 in M); higher means more potent). Dataset: bindingdb_ic50. (1) The small molecule is COc1ccc(-c2cc(C(F)F)n3ncc(C(=O)n4ccnc4C)c3n2)cc1. The target protein (P54149) has sequence MLSATRRALQLFHSLFPIPRMGDSAAKIVSPQEALPGRKEPLVVAAKHHVNGNRTVEPFPEGTQMAVFGMGCFWGAERKFWTLKGVYSTQVGFAGGYTPNPTYKEVCSGKTGHAEVVRVVFQPEHISFEELLKVFWENHDPTQGMRQGNDHGSQYRSAIYPTSAEHVGAALKSKEDYQKVLSEHGFGLITTDIREGQTFYYAEDYHQQYLSKDPDGYCGLGGTGVSCPLGIKK. The pIC50 is 3.8. (2) The compound is C[C@@H]1CN(C(c2ccccc2)c2ccccc2)[C@H](CCCCO[Si](C)(C)C(C)(C)C)CN1S(=O)(=O)c1ccc(C(F)(F)F)cc1. The target protein (Q02294) has sequence MVRFGDELGGRYGGTGGGERARGGGAGGAGGPGQGGLPPGQRVLYKQSIAQRARTMALYNPIPVKQNCFTVNRSLFVFSEDNVVRKYAKRITEWPPFEYMILATIIANCIVLALEQHLPDGDKTPMSERLDDTEPYFIGIFCFEAGIKIIALGFVFHKGSYLRNGWNVMDFVVVLTEILATAGTDFDLRTLRAVRVLRPLKLVSGIPSLQVVLKSIMKAMVPLLQIGLLLFFAILMFAIIGLEFYMGKFHKACFPNSTDAEPVGDFPCGKEAPARLCDSDTECREYWPGPNFGITNFDNILFAILTVFQCITMEGWTDILYNTNDAAGNTWNWLYFIPLIIIGSFFMLNLVLGVLSGEFAKERERVENRRAFLKLRRQQQIERELNGYLEWIFKAEEVMLAEEDKNAEEKSPLDAVLKRAATKKSRNDLIHAEEGEDRFVDLCAAGSPFARASLKSGKTESSSYFRRKEKMFRFLIRRMVKAQSFYWVVLCVVALNTLCV.... The pIC50 is 5.0.